From a dataset of Full USPTO retrosynthesis dataset with 1.9M reactions from patents (1976-2016). Predict the reactants needed to synthesize the given product. (1) Given the product [CH2:1]([N:25]1[CH2:26][CH2:27][C:22]([CH3:21])([C:28]([NH2:30])=[O:29])[CH2:23][CH2:24]1)[C:2]1[CH:7]=[CH:6][CH:5]=[CH:4][CH:3]=1, predict the reactants needed to synthesize it. The reactants are: [CH2:1](Cl)[C:2]1[CH:7]=[CH:6][CH:5]=[CH:4][CH:3]=1.C(=O)([O-])[O-].[Na+].[Na+].CN(C=O)C.Cl.[CH3:21][C:22]1([C:28]([NH2:30])=[O:29])[CH2:27][CH2:26][NH:25][CH2:24][CH2:23]1. (2) Given the product [CH3:17][N:18]([CH3:20])[CH:19]=[C:7]1[CH2:6][O:5][CH2:4][CH:3]([C:8]([O:10][CH3:11])=[O:9])[C:2]1=[O:1], predict the reactants needed to synthesize it. The reactants are: [O:1]=[C:2]1[CH2:7][CH2:6][O:5][CH2:4][CH:3]1[C:8]([O:10][CH3:11])=[O:9].C(O[CH:17](N(C)C)[N:18]([CH3:20])[CH3:19])(C)(C)C. (3) Given the product [CH3:43][O:42][C:40](=[O:41])[C@H:39]([O:37][C:15]1[C:16]([Br:36])=[CH:17][C:18]([C:20]2[C:32]3[C:31]([CH3:33])=[C:30]([CH3:34])[S:29][C:28]=3[C:27]([Br:35])=[C:26]3[C:21]=2[CH:22]=[CH:23][CH:24]=[CH:25]3)=[CH:19][C:14]=1[Br:13])[CH2:44][C:45]1[CH:46]=[CH:47][CH:48]=[CH:49][CH:50]=1, predict the reactants needed to synthesize it. The reactants are: CCOC(/N=N/C(OCC)=O)=O.[Br:13][C:14]1[CH:19]=[C:18]([C:20]2[C:32]3[C:31]([CH3:33])=[C:30]([CH3:34])[S:29][C:28]=3[C:27]([Br:35])=[C:26]3[C:21]=2[CH:22]=[CH:23][CH:24]=[CH:25]3)[CH:17]=[C:16]([Br:36])[C:15]=1[OH:37].O[C@@H:39]([CH2:44][C:45]1[CH:50]=[CH:49][CH:48]=[CH:47][CH:46]=1)[C:40]([O:42][CH3:43])=[O:41].C1(P(C2C=CC=CC=2)C2C=CC=CC=2)C=CC=CC=1. (4) Given the product [OH:4][C:5]1[CH:10]=[CH:9][C:8]([CH:11]2[CH2:16][CH2:15][N:14]([C:17]([O:19][C:20]([CH3:21])([CH3:22])[CH3:23])=[O:18])[CH2:13][CH:12]2[O:24][CH2:25][C:26]2[CH:35]=[CH:34][C:33]3[C:28](=[CH:29][CH:30]=[CH:31][CH:32]=3)[CH:27]=2)=[CH:7][CH:6]=1, predict the reactants needed to synthesize it. The reactants are: C([O:4][C:5]1[CH:10]=[CH:9][C:8]([CH:11]2[CH2:16][CH2:15][N:14]([C:17]([O:19][C:20]([CH3:23])([CH3:22])[CH3:21])=[O:18])[CH2:13][CH:12]2[O:24][CH2:25][C:26]2[CH:35]=[CH:34][C:33]3[C:28](=[CH:29][CH:30]=[CH:31][CH:32]=3)[CH:27]=2)=[CH:7][CH:6]=1)C=C.C(N(CC)CC)C.O. (5) Given the product [C:1]([O:5][C:6]([N:8]1[CH2:9][CH2:10][N:11]([C:14]2[CH:15]=[CH:16][C:17]3[O:21][C:20]([C:22]([NH2:30])=[O:24])=[CH:19][C:18]=3[CH:27]=2)[CH2:12][CH2:13]1)=[O:7])([CH3:2])([CH3:3])[CH3:4], predict the reactants needed to synthesize it. The reactants are: [C:1]([O:5][C:6]([N:8]1[CH2:13][CH2:12][N:11]([C:14]2[CH:15]=[CH:16][C:17]3[O:21][C:20]([C:22]([O:24]CC)=O)=[CH:19][C:18]=3[CH:27]=2)[CH2:10][CH2:9]1)=[O:7])([CH3:4])([CH3:3])[CH3:2].C([NH2:30])=O.